Predict the reactants needed to synthesize the given product. From a dataset of Full USPTO retrosynthesis dataset with 1.9M reactions from patents (1976-2016). (1) Given the product [Cl:18][C:4]1[CH:5]=[C:6]([C:8]2[CH:9]=[N:10][C:11]([C:14]([F:17])([F:16])[F:15])=[CH:12][CH:13]=2)[CH:7]=[C:2]([O:23][CH2:22][CH2:21][O:20][CH3:19])[N:3]=1, predict the reactants needed to synthesize it. The reactants are: Cl[C:2]1[CH:7]=[C:6]([C:8]2[CH:9]=[N:10][C:11]([C:14]([F:17])([F:16])[F:15])=[CH:12][CH:13]=2)[CH:5]=[C:4]([Cl:18])[N:3]=1.[CH3:19][O:20][CH2:21][CH2:22][O:23][Na]. (2) The reactants are: [NH2:1][C:2]1[C:3]([C:12]([OH:14])=O)=[CH:4][C:5]2[C:10]([CH:11]=1)=[CH:9][CH:8]=[CH:7][CH:6]=2.O=S(Cl)Cl.[Cl:19][C:20]1[CH:26]=[CH:25][CH:24]=[CH:23][C:21]=1[NH2:22].C(Cl)(Cl)Cl. Given the product [Cl:19][C:20]1[CH:26]=[CH:25][CH:24]=[CH:23][C:21]=1[NH:22][C:12]([C:3]1[C:2]([NH2:1])=[CH:11][C:10]2[C:5](=[CH:6][CH:7]=[CH:8][CH:9]=2)[CH:4]=1)=[O:14], predict the reactants needed to synthesize it. (3) Given the product [Cl:1][C:2]1[CH:11]=[C:10]2[C:5]([CH:6]=[CH:7][C:8]([CH3:12])=[N:9]2)=[C:4]([N:13]2[CH2:14][CH2:15][N:16]([CH2:19][CH:20]([C:22]3[CH:23]=[CH:24][C:25]4[O:30][CH2:29][C:28](=[O:31])[NH:27][C:26]=4[CH:32]=3)[OH:21])[CH2:17][CH2:18]2)[CH:3]=1, predict the reactants needed to synthesize it. The reactants are: [Cl:1][C:2]1[CH:11]=[C:10]2[C:5]([CH:6]=[CH:7][C:8]([CH3:12])=[N:9]2)=[C:4]([N:13]2[CH2:18][CH2:17][N:16]([CH2:19][C:20]([C:22]3[CH:23]=[CH:24][C:25]4[O:30][CH2:29][C:28](=[O:31])[NH:27][C:26]=4[CH:32]=3)=[O:21])[CH2:15][CH2:14]2)[CH:3]=1.[BH4-].[Na+]. (4) Given the product [C:1]([O:5][C:6]([N:8]1[CH2:13][CH2:12][CH:11]([O:14][C:15]2[CH:16]=[CH:17][C:18]([C:19]([O:21][C:25]3[CH:34]=[C:33]4[C:28]([CH2:29][CH2:30][N:31]([C:35]([O:37][C:38]([CH3:41])([CH3:40])[CH3:39])=[O:36])[CH2:32]4)=[CH:27][CH:26]=3)=[O:20])=[CH:22][CH:23]=2)[CH2:10][CH2:9]1)=[O:7])([CH3:4])([CH3:2])[CH3:3], predict the reactants needed to synthesize it. The reactants are: [C:1]([O:5][C:6]([N:8]1[CH2:13][CH2:12][CH:11]([O:14][C:15]2[CH:23]=[CH:22][C:18]([C:19]([OH:21])=[O:20])=[CH:17][CH:16]=2)[CH2:10][CH2:9]1)=[O:7])([CH3:4])([CH3:3])[CH3:2].O[C:25]1[CH:34]=[C:33]2[C:28]([CH2:29][CH2:30][N:31]([C:35]([O:37][C:38]([CH3:41])([CH3:40])[CH3:39])=[O:36])[CH2:32]2)=[CH:27][CH:26]=1.C1CCC(N=C=NC2CCCCC2)CC1. (5) Given the product [O:27]=[C:23]1[CH2:24][CH2:25][CH2:26][C@H:21](/[CH:19]=[CH:5]/[C:4](=[O:3])[CH2:12][C:13]2[CH:14]=[CH:15][CH:16]=[CH:17][CH:18]=2)[N:22]1[CH2:28][C:29]#[C:30][CH2:31][O:32][CH2:33][C:34]#[N:35], predict the reactants needed to synthesize it. The reactants are: [H-].[Na+].[O:3]=[C:4]([CH2:12][C:13]1[CH:18]=[CH:17][CH:16]=[CH:15][CH:14]=1)[CH2:5]P(=O)(OC)OC.[CH:19]([C@H:21]1[CH2:26][CH2:25][CH2:24][C:23](=[O:27])[N:22]1[CH2:28][C:29]#[C:30][CH2:31][O:32][CH2:33][C:34]#[N:35])=O. (6) Given the product [Cl:1][C:2]1[CH:3]=[C:4]([CH:34]=[CH:35][C:36]=1[F:37])[CH2:5][N:6]1[CH2:15][CH2:14][C:13]2[C:8](=[C:9]([OH:32])[C:10](=[O:31])[N:11]3[CH2:20][CH2:19][CH2:18][NH:17][C:16](=[O:30])[C:12]3=2)[C:7]1=[O:33], predict the reactants needed to synthesize it. The reactants are: [Cl:1][C:2]1[CH:3]=[C:4]([CH:34]=[CH:35][C:36]=1[F:37])[CH2:5][N:6]1[CH2:15][CH2:14][C:13]2[C:8](=[C:9]([OH:32])[C:10](=[O:31])[N:11]3[CH2:20][CH2:19][CH2:18][N:17](CC4C=CC(OC)=CC=4)[C:16](=[O:30])[C:12]3=2)[C:7]1=[O:33].C1(C)C=CC(S(O)(=O)=O)=CC=1.